Dataset: Reaction yield outcomes from USPTO patents with 853,638 reactions. Task: Predict the reaction yield, written as a fraction of the theoretical maximum amount of product (1.0 means a 100% yield; for example, 0.34 means a 34% yield). (1) The reactants are [Br:1][C:2]1[CH:11]=[C:10]2[C:5]([CH:6]=[CH:7][C:8]([C:12]([OH:14])=[O:13])=[N:9]2)=[CH:4][CH:3]=1.[C:15]([O-])([O-])=O.[K+].[K+].CI.O. The catalyst is CN(C=O)C. The product is [Br:1][C:2]1[CH:11]=[C:10]2[C:5]([CH:6]=[CH:7][C:8]([C:12]([O:14][CH3:15])=[O:13])=[N:9]2)=[CH:4][CH:3]=1. The yield is 0.910. (2) The reactants are [Cl:1][C:2]1[N:3]=[C:4](Cl)[C:5]2[S:10][CH:9]=[C:8]([CH3:11])[C:6]=2[N:7]=1.[NH2:13][CH:14]([CH2:17][OH:18])[CH2:15][OH:16]. The catalyst is CN(C=O)C. The product is [Cl:1][C:2]1[N:3]=[C:4]([NH:13][CH:14]([CH2:17][OH:18])[CH2:15][OH:16])[C:5]2[S:10][CH:9]=[C:8]([CH3:11])[C:6]=2[N:7]=1. The yield is 0.723. (3) The reactants are [CH2:1]([O:8][C:9]1[CH:10]=[C:11]2[C:16](=[CH:17][CH:18]=1)[C:15](=[O:19])[N:14]([CH2:20][CH:21]([CH3:23])[CH3:22])[C:13]([C:24]([O:26][CH2:27][CH3:28])=[O:25])=[C:12]2[OH:29])[C:2]1[CH:7]=[CH:6][CH:5]=[CH:4][CH:3]=1.[F:30][C:31]([F:37])([F:36])[CH2:32][CH2:33][CH2:34]O.C(P(CCCC)CCCC)CCC.N(C(N1CCCCC1)=O)=NC(N1CCCCC1)=O. The catalyst is O1CCCC1. The product is [CH2:1]([O:8][C:9]1[CH:10]=[C:11]2[C:16](=[CH:17][CH:18]=1)[C:15](=[O:19])[N:14]([CH2:20][CH:21]([CH3:23])[CH3:22])[C:13]([C:24]([O:26][CH2:27][CH3:28])=[O:25])=[C:12]2[O:29][CH2:34][CH2:33][CH2:32][C:31]([F:37])([F:36])[F:30])[C:2]1[CH:7]=[CH:6][CH:5]=[CH:4][CH:3]=1. The yield is 0.885. (4) The reactants are [Cl:1][C:2]1[S:27][C:5]2[N:6]=[CH:7][N:8]=[C:9]([NH:10][CH:11]3[CH2:16][CH2:15][N:14]([CH2:17][C:18]4[CH:19]=[C:20]([CH:24]=[CH:25][CH:26]=4)[C:21]([OH:23])=O)[CH2:13][CH2:12]3)[C:4]=2[CH:3]=1.Cl.CN.C[CH2:32][N:33](C(C)C)C(C)C. The catalyst is S(Cl)(Cl)=O.C(Cl)Cl. The product is [Cl:1][C:2]1[S:27][C:5]2[N:6]=[CH:7][N:8]=[C:9]([NH:10][CH:11]3[CH2:12][CH2:13][N:14]([CH2:17][C:18]4[CH:19]=[C:20]([CH:24]=[CH:25][CH:26]=4)[C:21]([NH:33][CH3:32])=[O:23])[CH2:15][CH2:16]3)[C:4]=2[CH:3]=1. The yield is 0.480. (5) The reactants are [Cl:1][C:2]1[C:3]([O:31][CH3:32])=[CH:4][CH:5]=[C:6]2[C:11]=1[N:10]=[C:9]([N:12]1[CH:16]=[CH:15][C:14]([C:17]([F:20])([F:19])[F:18])=[N:13]1)[CH:8]=[C:7]2[O:21]CC1C=CC(OC)=CC=1.[Na+].[I-].O.Cl. The catalyst is C(#N)C. The product is [Cl:1][C:2]1[C:3]([O:31][CH3:32])=[CH:4][CH:5]=[C:6]2[C:11]=1[N:10]=[C:9]([N:12]1[CH:16]=[CH:15][C:14]([C:17]([F:19])([F:20])[F:18])=[N:13]1)[CH:8]=[C:7]2[OH:21]. The yield is 0.960. (6) The reactants are [Br:1][C:2]1[CH:7]=[CH:6][C:5]([C:8](=[O:29])[CH:9]=P(C2C=CC=CC=2)(C2C=CC=CC=2)C2C=CC=CC=2)=[CH:4][C:3]=1[CH3:30].[Cl:31][C:32]1[CH:33]=[C:34]([C:39](=O)[C:40]([F:43])([F:42])[F:41])[CH:35]=[C:36]([Cl:38])[CH:37]=1. The catalyst is C1(C)C=CC=CC=1. The product is [Br:1][C:2]1[CH:7]=[CH:6][C:5]([C:8](=[O:29])[CH:9]=[C:39]([C:34]2[CH:35]=[C:36]([Cl:38])[CH:37]=[C:32]([Cl:31])[CH:33]=2)[C:40]([F:43])([F:42])[F:41])=[CH:4][C:3]=1[CH3:30]. The yield is 0.860. (7) The reactants are [CH2:1]([O:8][C:9]1[N:17]=[CH:16][CH:15]=[CH:14][C:10]=1[C:11]([OH:13])=O)[C:2]1[CH:7]=[CH:6][CH:5]=[CH:4][CH:3]=1.F[P-](F)(F)(F)(F)F.N1(OC(N(C)C)=[N+](C)C)C2C=CC=CC=2N=N1.C(N(C(C)C)C(C)C)C.[CH:51]1[C:63]2[CH:62]([CH2:64][O:65][C:66](=[O:83])[NH:67][C:68]3[CH:73]=[CH:72][C:71]([NH2:74])=[C:70]([O:75][CH2:76][C:77]4[CH:82]=[CH:81][CH:80]=[CH:79][CH:78]=4)[CH:69]=3)[C:61]3[C:56](=[CH:57][CH:58]=[CH:59][CH:60]=3)[C:55]=2[CH:54]=[CH:53][CH:52]=1. The catalyst is CN(C=O)C.CCOC(C)=O. The product is [CH:51]1[C:63]2[CH:62]([CH2:64][O:65][C:66](=[O:83])[NH:67][C:68]3[CH:73]=[CH:72][C:71]([NH:74][C:11]([C:10]4[C:9]([O:8][CH2:1][C:2]5[CH:3]=[CH:4][CH:5]=[CH:6][CH:7]=5)=[N:17][CH:16]=[CH:15][CH:14]=4)=[O:13])=[C:70]([O:75][CH2:76][C:77]4[CH:78]=[CH:79][CH:80]=[CH:81][CH:82]=4)[CH:69]=3)[C:61]3[C:56](=[CH:57][CH:58]=[CH:59][CH:60]=3)[C:55]=2[CH:54]=[CH:53][CH:52]=1. The yield is 0.980. (8) The reactants are I[C:2]1[CH:11]=[C:10]2[C:5]([CH:6]=[C:7]([C:16]([O:18][CH2:19][CH3:20])=[O:17])[CH:8]([C:12]([F:15])([F:14])[F:13])[O:9]2)=[CH:4][CH:3]=1.[CH3:21][C:22]1[CH:27]=[CH:26][C:25](B(O)O)=[CH:24][CH:23]=1.[C:31]([O-])([O-])=[O:32].[K+].[K+]. The catalyst is O1CCOCC1.Cl[Pd](Cl)([P](C1C=CC=CC=1)(C1C=CC=CC=1)C1C=CC=CC=1)[P](C1C=CC=CC=1)(C1C=CC=CC=1)C1C=CC=CC=1. The product is [CH3:21][C:22]1[CH:27]=[CH:26][C:25]([C:31]([C:2]2[CH:11]=[C:10]3[C:5]([CH:6]=[C:7]([C:16]([O:18][CH2:19][CH3:20])=[O:17])[CH:8]([C:12]([F:15])([F:14])[F:13])[O:9]3)=[CH:4][CH:3]=2)=[O:32])=[CH:24][CH:23]=1. The yield is 0.410.